Dataset: Forward reaction prediction with 1.9M reactions from USPTO patents (1976-2016). Task: Predict the product of the given reaction. (1) Given the reactants [CH2:1]([C:3]1[CH:10]=[CH:9][C:6]([CH:7]=O)=[CH:5][C:4]=1[O:11][CH3:12])[CH3:2].C([O-])(=O)C.[NH4+].[N+:18]([CH2:21][CH2:22][CH3:23])([O-:20])=[O:19], predict the reaction product. The product is: [CH2:1]([C:3]1[CH:10]=[CH:9][C:6]([CH:7]=[C:21]([N+:18]([O-:20])=[O:19])[CH2:22][CH3:23])=[CH:5][C:4]=1[O:11][CH3:12])[CH3:2]. (2) Given the reactants [CH:1]1([C:4]#[N:5])[CH2:3][CH2:2]1.BrC1[CH:8]=[N:9][CH:10]=[CH:11][CH:12]=1.[Li][CH2:14]CCC, predict the reaction product. The product is: [CH:10]1([N:9]=[CH:8][C:1]2[CH:4]=[N:5][CH:14]=[CH:2][CH:3]=2)[CH2:12][CH2:11]1. (3) Given the reactants [NH:1]1[CH:5]=[N:4][C:3]([C:6]([O:8][CH3:9])=[O:7])=[N:2]1.[N+:10]([C:13]1[CH:20]=[CH:19][C:16]([CH2:17]Br)=[CH:15][CH:14]=1)([O-:12])=[O:11].C(=O)([O-])[O-].[K+].[K+].CN(C)C=O, predict the reaction product. The product is: [N+:10]([C:13]1[CH:20]=[CH:19][C:16]([CH2:17][N:2]2[C:3]([C:6]([O:8][CH3:9])=[O:7])=[N:4][CH:5]=[N:1]2)=[CH:15][CH:14]=1)([O-:12])=[O:11]. (4) Given the reactants [CH3:1][N:2]([CH2:4][CH2:5][O:6][C:7]1[CH:8]=[C:9]([CH:11]=[CH:12][C:13]=1[Cl:14])[NH2:10])[CH3:3].[CH3:15][O:16][C:17]1[CH:18]=[C:19]([S:25](Cl)(=[O:27])=[O:26])[CH:20]=[CH:21][C:22]=1[O:23][CH3:24].C(OCC)C, predict the reaction product. The product is: [Cl:14][C:13]1[CH:12]=[CH:11][C:9]([NH:10][S:25]([C:19]2[CH:20]=[CH:21][C:22]([O:23][CH3:24])=[C:17]([O:16][CH3:15])[CH:18]=2)(=[O:27])=[O:26])=[CH:8][C:7]=1[O:6][CH2:5][CH2:4][N:2]([CH3:1])[CH3:3]. (5) The product is: [C:12]([C:11]1[N:3]=[N:2][N:1]([CH2:4][C:5]([O:7][CH2:8][CH3:9])=[O:6])[CH:14]=1)#[N:13]. Given the reactants [N:1]([CH2:4][C:5]([O:7][CH2:8][CH3:9])=[O:6])=[N+:2]=[N-:3].Cl[C:11](=[CH2:14])[C:12]#[N:13].Cl, predict the reaction product.